Dataset: Catalyst prediction with 721,799 reactions and 888 catalyst types from USPTO. Task: Predict which catalyst facilitates the given reaction. (1) Reactant: [OH-].[Na+].[Cl:3][C:4]1[CH:5]=[C:6]([CH2:23][C:24]([NH:26][C@@H:27]([C:32]2[CH:37]=[CH:36][CH:35]=[CH:34][CH:33]=2)[C:28]([O:30]C)=[O:29])=[O:25])[CH:7]=[C:8]([Cl:22])[C:9]=1[O:10][CH2:11][C:12]1[CH:17]=[C:16]([CH3:18])[CH:15]=[C:14]([NH:19][CH2:20][CH3:21])[CH:13]=1. Product: [Cl:3][C:4]1[CH:5]=[C:6]([CH2:23][C:24]([NH:26][C@@H:27]([C:32]2[CH:33]=[CH:34][CH:35]=[CH:36][CH:37]=2)[C:28]([OH:30])=[O:29])=[O:25])[CH:7]=[C:8]([Cl:22])[C:9]=1[O:10][CH2:11][C:12]1[CH:17]=[C:16]([CH3:18])[CH:15]=[C:14]([NH:19][CH2:20][CH3:21])[CH:13]=1. The catalyst class is: 12. (2) Reactant: [Br:1][C:2]1[CH:3]=[C:4]([C:11]2[C:15]([CH:16]=[C:17]3[S:21][C:20](=[O:22])[NH:19][C:18]3=[O:23])=[CH:14][N:13]([C:24]3[CH:29]=[CH:28][CH:27]=[CH:26][CH:25]=3)[N:12]=2)[CH:5]=[CH:6][C:7]=1[O:8][CH2:9][CH3:10].[H-].[Na+].I[CH3:33].O. Product: [Br:1][C:2]1[CH:3]=[C:4]([C:11]2[C:15]([CH:16]=[C:17]3[S:21][C:20](=[O:22])[N:19]([CH3:33])[C:18]3=[O:23])=[CH:14][N:13]([C:24]3[CH:25]=[CH:26][CH:27]=[CH:28][CH:29]=3)[N:12]=2)[CH:5]=[CH:6][C:7]=1[O:8][CH2:9][CH3:10]. The catalyst class is: 9. (3) Reactant: [CH3:1][O:2][C:3](=[O:12])[C:4]1[CH:9]=[C:8]([Cl:10])[CH:7]=[CH:6][C:5]=1[NH2:11].[Br:13][C:14]1[CH:15]=[C:16]([CH:19]=[CH:20][CH:21]=1)[CH:17]=O. Product: [CH3:1][O:2][C:3](=[O:12])[C:4]1[CH:9]=[C:8]([Cl:10])[CH:7]=[CH:6][C:5]=1[N:11]=[CH:17][C:16]1[CH:19]=[CH:20][CH:21]=[C:14]([Br:13])[CH:15]=1. The catalyst class is: 626. (4) Product: [F:1][C:2]1[C:7]([O:8][CH2:23][C:22]#[CH:21])=[CH:6][CH:5]=[CH:4][C:3]=1[CH2:9][NH:10][C:11](=[O:19])[C:12]1[CH:17]=[CH:16][CH:15]=[N:14][C:13]=1[NH2:18]. The catalyst class is: 6. Reactant: [F:1][C:2]1[C:7]([OH:8])=[CH:6][CH:5]=[CH:4][C:3]=1[CH2:9][NH:10][C:11](=[O:19])[C:12]1[CH:17]=[CH:16][CH:15]=[N:14][C:13]=1[NH2:18].Br[CH2:21][C:22]#[CH:23].C(=O)([O-])[O-].[Cs+].[Cs+].CN(C=O)C. (5) The catalyst class is: 63. Product: [N:1]1([CH2:6][CH2:7][CH2:8][NH:9][C:10]([C:12]2[CH:13]=[CH:14][C:15]([NH2:18])=[CH:16][CH:17]=2)=[O:11])[CH:5]=[CH:4][N:3]=[CH:2]1. Reactant: [N:1]1([CH2:6][CH2:7][CH2:8][NH:9][C:10]([C:12]2[CH:17]=[CH:16][C:15]([N+:18]([O-])=O)=[CH:14][CH:13]=2)=[O:11])[CH:5]=[CH:4][N:3]=[CH:2]1.C1CCCCC=1. (6) Reactant: Cl[C:2]1[C:7]([C:8](=[O:16])[CH:9]=[CH:10][C:11]([O:13][CH2:14][CH3:15])=[O:12])=[CH:6][N:5]=[C:4]([S:17][CH3:18])[N:3]=1.[CH:19]([Si:22]([CH:34]([CH3:36])[CH3:35])([CH:31]([CH3:33])[CH3:32])[O:23][CH2:24][C:25]1([NH2:30])[CH2:29][CH2:28][CH2:27][CH2:26]1)([CH3:21])[CH3:20].C(N(CC)CC)C.C(OCC)(=O)C. Product: [CH3:18][S:17][C:4]1[N:5]=[CH:6][C:7]2[C:8](=[O:16])[CH2:9][CH:10]([C:11]([O:13][CH2:14][CH3:15])=[O:12])[N:30]([C:25]3([CH2:24][O:23][Si:22]([CH:19]([CH3:21])[CH3:20])([CH:34]([CH3:36])[CH3:35])[CH:31]([CH3:33])[CH3:32])[CH2:29][CH2:28][CH2:27][CH2:26]3)[C:2]=2[N:3]=1. The catalyst class is: 10. (7) Reactant: C[Si]([N-][Si](C)(C)C)(C)C.[Na+].[CH2:11]([C@H:18]1[CH2:22][O:21][C:20](=[O:23])[N:19]1[C:24](=[O:29])[CH2:25][CH:26]1[CH2:28][CH2:27]1)[C:12]1[CH:17]=[CH:16][CH:15]=[CH:14][CH:13]=1.C1(S(N2C(C3C=CC=CC=3)O2)(=O)=[O:37])C=CC=CC=1.C(O)(=O)C. Product: [CH2:11]([C@H:18]1[CH2:22][O:21][C:20](=[O:23])[N:19]1[C:24](=[O:29])[C@H:25]([CH:26]1[CH2:27][CH2:28]1)[OH:37])[C:12]1[CH:13]=[CH:14][CH:15]=[CH:16][CH:17]=1. The catalyst class is: 7. (8) Reactant: Cl[C:2]1[CH:10]=[CH:9][N:8]=[C:7]2[C:3]=1[CH:4]=[CH:5][NH:6]2.[CH2:11]([O:18][C:19]1[CH:24]=[CH:23][C:22]([OH:25])=[CH:21][CH:20]=1)[C:12]1[CH:17]=[CH:16][CH:15]=[CH:14][CH:13]=1.C(O)(C(F)(F)F)=O.CCN(CC)CC. Product: [CH2:11]([O:18][C:19]1[CH:20]=[CH:21][C:22]([O:25][C:2]2[CH:10]=[CH:9][N:8]=[C:7]3[NH:6][CH:5]=[CH:4][C:3]=23)=[CH:23][CH:24]=1)[C:12]1[CH:13]=[CH:14][CH:15]=[CH:16][CH:17]=1. The catalyst class is: 79. (9) Reactant: Cl.[Cl:2][C:3]1[CH:23]=[CH:22][C:6]([CH2:7][C:8]2[N:9]=[C:10]([C:16]3[CH:21]=[CH:20][N:19]=[CH:18][CH:17]=3)[S:11][C:12]=2[C:13](=[NH:15])[NH2:14])=[CH:5][CH:4]=1.[O-]CC.[Na+].C([O:30][C:31]([CH:33]=[CH:34][O-])=O)C.[Na+]. Product: [Cl:2][C:3]1[CH:4]=[CH:5][C:6]([CH2:7][C:8]2[N:9]=[C:10]([C:16]3[CH:21]=[CH:20][N:19]=[CH:18][CH:17]=3)[S:11][C:12]=2[C:13]2[NH:14][C:31](=[O:30])[CH:33]=[CH:34][N:15]=2)=[CH:22][CH:23]=1. The catalyst class is: 8. (10) Reactant: C([C:3]1([C:22]([O-:24])=[O:23])[NH:8][C:7]([C:9]2[CH2:10][CH2:11][N:12]([C:15]([O:17][C:18]([CH3:21])([CH3:20])[CH3:19])=[O:16])[CH2:13][CH:14]=2)=[CH:6][CH:5]=[CH:4]1)C.[CH2:25](O)[CH3:26]. Product: [C:18]([O:17][C:15]([N:12]1[CH2:13][CH2:14][CH:9]([C:7]2[N:8]=[C:3]([C:22]([O:24][CH2:25][CH3:26])=[O:23])[CH:4]=[CH:5][CH:6]=2)[CH2:10][CH2:11]1)=[O:16])([CH3:21])([CH3:19])[CH3:20]. The catalyst class is: 45.